This data is from Full USPTO retrosynthesis dataset with 1.9M reactions from patents (1976-2016). The task is: Predict the reactants needed to synthesize the given product. Given the product [C:1]([O:5][C:6]([N:8]1[CH2:13][CH2:12][CH:11]([N:14]2[CH2:18][CH2:17][CH:16]([O:19][C:34]3[CH:35]=[CH:36][C:31]([N:30]4[C:26]([CH3:25])=[N:27][N:28]=[N:29]4)=[CH:32][CH:33]=3)[C:15]2=[O:24])[CH2:10][CH2:9]1)=[O:7])([CH3:4])([CH3:3])[CH3:2], predict the reactants needed to synthesize it. The reactants are: [C:1]([O:5][C:6]([N:8]1[CH2:13][CH2:12][CH:11]([N:14]2[CH2:18][CH2:17][C@@H:16]([O:19]S(C)(=O)=O)[C:15]2=[O:24])[CH2:10][CH2:9]1)=[O:7])([CH3:4])([CH3:3])[CH3:2].[CH3:25][C:26]1[N:30]([C:31]2[CH:36]=[CH:35][C:34](O)=[CH:33][CH:32]=2)[N:29]=[N:28][N:27]=1.C([O-])([O-])=O.[K+].[K+].